Dataset: Full USPTO retrosynthesis dataset with 1.9M reactions from patents (1976-2016). Task: Predict the reactants needed to synthesize the given product. (1) Given the product [CH3:13][O:14][C:15]([C:17]1([CH:30]([OH:32])[CH3:31])[O:22][CH2:21][CH2:20][N:19]([C:23]([O:25][C:26]([CH3:29])([CH3:28])[CH3:27])=[O:24])[CH2:18]1)=[O:16], predict the reactants needed to synthesize it. The reactants are: C(NC(C)C)(C)C.C([Li])CCC.[CH3:13][O:14][C:15]([CH:17]1[O:22][CH2:21][CH2:20][N:19]([C:23]([O:25][C:26]([CH3:29])([CH3:28])[CH3:27])=[O:24])[CH2:18]1)=[O:16].[CH:30](=[O:32])[CH3:31]. (2) Given the product [Cl:29][C:26]1[CH:27]=[CH:28][C:23]([CH:10]2[C:5]3[N:6]([CH:7]([CH3:9])[CH3:8])[C:2]([C:35]4[C:36]([O:38][CH3:39])=[N:48][C:32]([O:31][CH3:30])=[N:33][CH:34]=4)=[CH:3][C:4]=3[C:12](=[O:13])[N:11]2[C:14]2[C:19]([CH3:20])=[CH:18][C:17](=[O:21])[N:16]([CH3:22])[CH:15]=2)=[CH:24][CH:25]=1, predict the reactants needed to synthesize it. The reactants are: Br[C:2]1[N:6]([CH:7]([CH3:9])[CH3:8])[C:5]2[CH:10]([C:23]3[CH:28]=[CH:27][C:26]([Cl:29])=[CH:25][CH:24]=3)[N:11]([C:14]3[C:19]([CH3:20])=[CH:18][C:17](=[O:21])[N:16]([CH3:22])[CH:15]=3)[C:12](=[O:13])[C:4]=2[CH:3]=1.[CH3:30][O:31][C:32]1C=[C:36]([O:38][CH3:39])[C:35](B(O)O)=[CH:34][N:33]=1.BrC1[N:48](C(C)C)C2C(C3C=CC(Cl)=CC=3)N(C3C=C(Cl)C=CC=3C)C(=O)C=2C=1.COC1C(B2OC(C)(C)C(C)(C)O2)=CN=C(N)N=1. (3) The reactants are: [C:1]([C:3]1[CH:8]=[CH:7][C:6]([CH:9]2[CH2:14][CH2:13][N:12]([C:15]([C:17]3[C:18]([CH3:31])=[CH:19][C:20]([CH:27]4[CH2:30][CH2:29][CH2:28]4)=[C:21]([CH:26]=3)[C:22]([O:24]C)=[O:23])=[O:16])[CH2:11][CH2:10]2)=[CH:5][CH:4]=1)#[N:2].[OH-].[Na+]. Given the product [C:1]([C:3]1[CH:8]=[CH:7][C:6]([CH:9]2[CH2:10][CH2:11][N:12]([C:15]([C:17]3[C:18]([CH3:31])=[CH:19][C:20]([CH:27]4[CH2:30][CH2:29][CH2:28]4)=[C:21]([CH:26]=3)[C:22]([OH:24])=[O:23])=[O:16])[CH2:13][CH2:14]2)=[CH:5][CH:4]=1)#[N:2], predict the reactants needed to synthesize it. (4) Given the product [CH2:93]([O:92][C:14](=[O:35])[C@@H:15]([N:20]1[CH2:24][C:23]([O:25][C:26]2[CH:31]=[CH:30][CH:29]=[C:28]([N:90]([CH3:91])[CH3:89])[C:27]=2[F:33])=[CH:22][C:21]1=[O:34])[CH2:16][CH:17]([CH3:18])[CH3:19])[CH3:94], predict the reactants needed to synthesize it. The reactants are: CC1(C)O[C@H](CN2C=CC(N[C:14](=[O:35])[C@@H:15]([N:20]3[CH2:24][C:23]([O:25][C:26]4[CH:31]=[CH:30][CH:29]=[C:28](Br)[C:27]=4[F:33])=[CH:22][C:21]3=[O:34])[CH2:16][CH:17]([CH3:19])[CH3:18])=N2)CO1.C1(P(C2C=CC=CC=2)C2C=CC3C(=CC=CC=3)C=2C2C3C(=CC=CC=3)C=CC=2P(C2C=CC=CC=2)C2C=CC=CC=2)C=CC=CC=1.C(=O)([O-])[O-].[Cs+].[Cs+].[CH3:89][NH:90][CH3:91].[O:92]1CC[CH2:94][CH2:93]1. (5) Given the product [Cl-:15].[Cl:15][CH2:11][C:3]1[CH:2]=[NH+:1][C:10]2[C:5]([CH:4]=1)=[CH:6][CH:7]=[CH:8][CH:9]=2, predict the reactants needed to synthesize it. The reactants are: [N:1]1[C:10]2[C:5](=[CH:6][CH:7]=[CH:8][CH:9]=2)[CH:4]=[C:3]([CH2:11]O)[CH:2]=1.O=S(Cl)[Cl:15]. (6) Given the product [Cl:54][CH2:1][O:5][C:6](=[O:28])[CH2:7][CH2:8][CH2:9][O:10][C:11](=[O:27])[C@H:12]([CH:24]([CH3:26])[CH3:25])[NH:13][C:14]([O:16][CH2:17][C:18]1[CH:23]=[CH:22][CH:21]=[CH:20][CH:19]=1)=[O:15], predict the reactants needed to synthesize it. The reactants are: [C:1]([O:5][C:6](=[O:28])[CH2:7][CH2:8][CH2:9][O:10][C:11](=[O:27])[C@H:12]([CH:24]([CH3:26])[CH3:25])[NH:13][C:14]([O:16][CH2:17][C:18]1[CH:23]=[CH:22][CH:21]=[CH:20][CH:19]=1)=[O:15])(C)(C)C.FC(F)(F)C(O)=O.[OH-].C([N+](CCCC)(CCCC)CCCC)CCC.[Cl:54]CI. (7) The reactants are: [NH2:1][C:2]1[CH:3]=[CH:4][C:5]([Cl:8])=[N:6][CH:7]=1.C(=O)([O-])[O-].[Ca+2].[I:14](Cl)(=O)=O.I(Cl)(=O)=O.C([N+](C)(C)C)C1C=CC=CC=1. Given the product [NH2:1][C:2]1[C:7]([I:14])=[N:6][C:5]([Cl:8])=[CH:4][CH:3]=1, predict the reactants needed to synthesize it.